From a dataset of Catalyst prediction with 721,799 reactions and 888 catalyst types from USPTO. Predict which catalyst facilitates the given reaction. (1) Reactant: [NH:1](C(OCC1C2C(=CC=CC=2)C2C1=CC=CC=2)=O)[C@H:2]([C:14]([NH:16][C:17]1[CH:26]=[C:25]2[C:20]([C:21]([CH3:28])=[CH:22][C:23](=[O:27])[O:24]2)=[CH:19][CH:18]=1)=[O:15])[CH2:3][CH2:4][CH2:5][NH:6][C:7]([O:9][C:10]([CH3:13])([CH3:12])[CH3:11])=[O:8].C(S)CCCCCCC.C1CCN2C(=NCCC2)CC1.C(O)(=O)C. Product: [NH2:1][C@H:2]([C:14]([NH:16][C:17]1[CH:26]=[C:25]2[C:20]([C:21]([CH3:28])=[CH:22][C:23](=[O:27])[O:24]2)=[CH:19][CH:18]=1)=[O:15])[CH2:3][CH2:4][CH2:5][NH:6][C:7]([O:9][C:10]([CH3:11])([CH3:12])[CH3:13])=[O:8]. The catalyst class is: 14. (2) Reactant: [F:1][C:2]1[CH:21]=[CH:20][CH:19]=[CH:18][C:3]=1[CH2:4][N:5]1[C:9]([C:10]2[S:11][CH:12]=[CH:13][N:14]=2)=[N:8][C:7]([C:15]([NH2:17])=O)=[N:6]1.FC(F)(F)C(OC(=O)C(F)(F)F)=O.C([O-])(O)=O.[Na+]. Product: [F:1][C:2]1[CH:21]=[CH:20][CH:19]=[CH:18][C:3]=1[CH2:4][N:5]1[C:9]([C:10]2[S:11][CH:12]=[CH:13][N:14]=2)=[N:8][C:7]([C:15]#[N:17])=[N:6]1. The catalyst class is: 17.